This data is from Drug-target binding data from BindingDB using Ki measurements. The task is: Regression. Given a target protein amino acid sequence and a drug SMILES string, predict the binding affinity score between them. We predict pKi (pKi = -log10(Ki in M); higher means stronger inhibition). Dataset: bindingdb_ki. (1) The drug is Nc1ccn([C@@H]2O[C@H](COP(=O)(O)O)[C@@H](O)[C@H]2O)c(=O)n1. The target protein (P00669) has sequence MALKSLVVLPLLVLVLLLVRVQPSLGKESAAAKFERQHMDSGNSPSSSSNYCNLMMCCRKMTQGKCKPVNTFVHESLADVKAVCSQKKVTCKNGQTNCYQSKSTMRITDCRETGSSKYPNCAYKTTQVEKHIIVACGGKPSVPVHFDASV. The pKi is 2.8. (2) The small molecule is O=C(O)CCc1cc(C(=O)c2ccc(OC3CCCC3)cc2O)ccc1OCc1ccc2c(O)noc2c1. The target protein (P35503) has sequence MATGLQVPLPWLATGLLLLLSVQPWAESGKVLVVPIDGSHWLSMREVLRELHARGHQAVVLTPEVNMHIKEENFFTLTTYAISWTQDEFDRHVLGHTQLYFETEHFLKKFFRSMAMLNNMSLVYHRSCVELLHNEALIRHLNATSFDVVLTDPVNLCAAVLAKYLSIPTVFFLRNIPCDLDFKGTQCPNPSSYIPRLLTTNSDHMTFMQRVKNMLYPLALSYICHAFSAPYASLASELFQREVSVVDILSHASVWLFRGDFVMDYPRPIMPNMVFIGGINCANRKPLSQEFEAYINASGEHGIVVFSLGSMVSEIPEKKAMAIADALGKIPQTVLWRYTGTRPSNLANNTILVKWLPQNDLLGHPMTRAFITHAGSHGVYESICNGVPMVMMPLFGDQMDNAKRMETKGAGVTLNVLEMTSEDLENALKAVINDKSYKENIMRLSSLHKDRPVEPLDLAVFWVEFVMRHKGAPHLRPAAHDLTWYQYHSLDVIGFLLAVV.... The pKi is 4.9. (3) The target protein (P17516) has sequence MDPKYQRVELNDGHFMPVLGFGTYAPPEVPRNRAVEVTKLAIEAGFRHIDSAYLYNNEEQVGLAIRSKIADGSVKREDIFYTSKLWCTFFQPQMVQPALESSLKKLQLDYVDLYLLHFPMALKPGETPLPKDENGKVIFDTVDLSATWEVMEKCKDAGLAKSIGVSNFNCRQLEMILNKPGLKYKPVCNQVECHPYLNQSKLLDFCKSKDIVLVAHSALGTQRHKLWVDPNSPVLLEDPVLCALAKKHKQTPALIALRYQLQRGVVVLAKSYNEQRIRENIQVFEFQLTSEDMKVLDGLNRNYRYVVMDFLMDHPDYPFSDEY. The pKi is 4.7. The small molecule is O=C(O)c1cc(-c2ccccc2)cc(Br)c1O. (4) The compound is CC(=O)Nc1ccc(-c2ccccc2)n(CC(=O)NC(C(=O)C(F)(F)F)C(C)C)c1=O. The pKi is 7.2. The target protein (P08246) has sequence MTLGRRLACLFLACVLPALLLGGTALASEIVGGRRARPHAWPFMVSLQLRGGHFCGATLIAPNFVMSAAHCVANVNVRAVRVVLGAHNLSRREPTRQVFAVQRIFENGYDPVNLLNDIVILQLNGSATINANVQVAQLPAQGRRLGNGVQCLAMGWGLLGRNRGIASVLQELNVTVVTSLCRRSNVCTLVRGRQAGVCFGDSGSPLVCNGLIHGIASFVRGGCASGLYPDAFAPVAQFVNWIDSIIQRSEDNPCPHPRDPDPASRTH. (5) The compound is CNCCC=C1c2ccccc2CCc2ccccc21. The target is MLLARMKPQVQPELGGADQ. The pKi is 7.6.